This data is from Peptide-MHC class I binding affinity with 185,985 pairs from IEDB/IMGT. The task is: Regression. Given a peptide amino acid sequence and an MHC pseudo amino acid sequence, predict their binding affinity value. This is MHC class I binding data. (1) The peptide sequence is PGIRYPKTF. The MHC is Mamu-B52 with pseudo-sequence Mamu-B52. The binding affinity (normalized) is 0.455. (2) The peptide sequence is YALMNCEPE. The MHC is H-2-Kb with pseudo-sequence H-2-Kb. The binding affinity (normalized) is 0.592. (3) The peptide sequence is SAEPVPLQL. The MHC is HLA-B07:02 with pseudo-sequence HLA-B07:02. The binding affinity (normalized) is 0. (4) The peptide sequence is AAGIIILMEY. The MHC is HLA-A33:01 with pseudo-sequence HLA-A33:01. The binding affinity (normalized) is 0.179. (5) The peptide sequence is ILQEMSETY. The MHC is HLA-B08:01 with pseudo-sequence HLA-B08:01. The binding affinity (normalized) is 0.0847. (6) The peptide sequence is LSVIWMMWYW. The MHC is HLA-A02:02 with pseudo-sequence HLA-A02:02. The binding affinity (normalized) is 0.177.